Dataset: Full USPTO retrosynthesis dataset with 1.9M reactions from patents (1976-2016). Task: Predict the reactants needed to synthesize the given product. (1) The reactants are: [Cl-].O[NH3+:3].[C:4](=[O:7])([O-])[OH:5].[Na+].CS(C)=O.[CH2:13]([C:15]1[N:16]=[C:17]([CH2:46][CH2:47][CH3:48])[N:18]([CH2:31][C:32]2[CH:37]=[CH:36][C:35]([C:38]3[C:39]([C:44]#[N:45])=[CH:40][CH:41]=[CH:42][CH:43]=3)=[CH:34][CH:33]=2)[C:19](=[O:30])[C:20]=1[O:21][C:22]1[CH:27]=[CH:26][CH:25]=[C:24]([O:28][CH3:29])[CH:23]=1)[CH3:14]. Given the product [CH2:13]([C:15]1[N:16]=[C:17]([CH2:46][CH2:47][CH3:48])[N:18]([CH2:31][C:32]2[CH:37]=[CH:36][C:35]([C:38]3[CH:43]=[CH:42][CH:41]=[CH:40][C:39]=3[C:44]3[NH:3][C:4](=[O:7])[O:5][N:45]=3)=[CH:34][CH:33]=2)[C:19](=[O:30])[C:20]=1[O:21][C:22]1[CH:27]=[CH:26][CH:25]=[C:24]([O:28][CH3:29])[CH:23]=1)[CH3:14], predict the reactants needed to synthesize it. (2) Given the product [O:16]1[CH:20]=[CH:19][C:18]([C:21]2[N:25]=[C:24]([N:26]3[CH2:27][CH2:28][N:29]([C:8]([NH:7][C:4]4[CH:3]=[CH:2][N:1]=[CH:6][CH:5]=4)=[O:15])[CH2:30][CH2:31]3)[S:23][N:22]=2)=[CH:17]1, predict the reactants needed to synthesize it. The reactants are: [N:1]1[CH:6]=[CH:5][C:4]([NH:7][C:8](=[O:15])OCC(Cl)(Cl)Cl)=[CH:3][CH:2]=1.[O:16]1[CH:20]=[CH:19][C:18]([C:21]2[N:25]=[C:24]([N:26]3[CH2:31][CH2:30][NH:29][CH2:28][CH2:27]3)[S:23][N:22]=2)=[CH:17]1.C(N(C(C)C)CC)(C)C.O. (3) Given the product [OH:1][C:2]1([C:17]#[C:18]/[C:19](/[CH3:26])=[CH:20]\[C:21]([O:23][CH2:24][CH3:25])=[O:22])[C:3]([CH3:16])=[CH:4][C:5](=[O:6])[CH:12]2[C:14]1([CH3:15])[CH2:13]2, predict the reactants needed to synthesize it. The reactants are: [OH:1][C:2]1([C:17]#[C:18]/[C:19](/[CH3:26])=[CH:20]\[C:21]([O:23][CH2:24][CH3:25])=[O:22])[C:14]2([CH3:15])[CH:12]([CH2:13]2)[C:5]2(OC(C)C(C)[O:6]2)[CH:4]=[C:3]1[CH3:16].O. (4) Given the product [CH3:15][C:14]1[C:9]([NH2:8])=[N:10][C:11]([O:5][CH2:4][C:3]([F:7])([F:6])[F:2])=[N:12][CH:13]=1, predict the reactants needed to synthesize it. The reactants are: [Na].[F:2][C:3]([F:7])([F:6])[CH2:4][OH:5].[NH2:8][C:9]1[C:14]([CH3:15])=[CH:13][N:12]=[C:11](Cl)[N:10]=1. (5) Given the product [ClH:27].[CH3:1][O:2][C:3]1[CH:8]=[CH:7][C:6]([C:9]2[N:10]=[C:11]([CH:14]3[O:19][CH2:18][CH2:17][NH:16][CH2:15]3)[NH:12][CH:13]=2)=[CH:5][CH:4]=1, predict the reactants needed to synthesize it. The reactants are: [CH3:1][O:2][C:3]1[CH:8]=[CH:7][C:6]([C:9]2[N:10]=[C:11]([CH:14]3[O:19][CH2:18][CH2:17][N:16](CC4C=CC=CC=4)[CH2:15]3)[NH:12][CH:13]=2)=[CH:5][CH:4]=1.[ClH:27]. (6) Given the product [CH2:1]([O:3][C:4]([C:6]1[NH:7][C:8]2[C:13]([CH:14]=1)=[CH:12][C:11]([OH:15])=[C:10]([Cl:17])[CH:9]=2)=[O:5])[CH3:2], predict the reactants needed to synthesize it. The reactants are: [CH2:1]([O:3][C:4]([C:6]1[NH:7][C:8]2[C:13]([CH:14]=1)=[CH:12][C:11]([O:15]C)=[C:10]([Cl:17])[CH:9]=2)=[O:5])[CH3:2].B(Br)(Br)Br. (7) The reactants are: [F:1][CH:2]([F:12])[C:3]1[C:7]([CH:8]=[O:9])=[C:6]([OH:10])[N:5]([CH3:11])[N:4]=1.Cl.Cl[CH2:15][C:16]1[C:17]([C:22]2[N:26]([CH2:27][C:28]([F:31])([F:30])[F:29])[N:25]=[CH:24][CH:23]=2)=[N:18][CH:19]=[CH:20][CH:21]=1.C(=O)([O-])[O-].[K+].[K+].O. Given the product [F:12][CH:2]([F:1])[C:3]1[C:7]([CH:8]=[O:9])=[C:6]([O:10][CH2:15][C:16]2[C:17]([C:22]3[N:26]([CH2:27][C:28]([F:31])([F:29])[F:30])[N:25]=[CH:24][CH:23]=3)=[N:18][CH:19]=[CH:20][CH:21]=2)[N:5]([CH3:11])[N:4]=1, predict the reactants needed to synthesize it.